Predict the reactants needed to synthesize the given product. From a dataset of Full USPTO retrosynthesis dataset with 1.9M reactions from patents (1976-2016). (1) The reactants are: [N:1]1[CH:6]=[CH:5][CH:4]=[CH:3][C:2]=1[C:7](=O)[CH2:8][C:9]1[CH:14]=[CH:13][N:12]=[C:11]([Br:15])[CH:10]=1.C(O)(=O)C.CC([N:24]([CH3:26])C)=O.O.[NH2:28]N. Given the product [Br:15][C:11]1[CH:10]=[C:9]([C:8]2[C:7]([C:2]3[CH:3]=[CH:4][CH:5]=[CH:6][N:1]=3)=[N:28][NH:24][CH:26]=2)[CH:14]=[CH:13][N:12]=1, predict the reactants needed to synthesize it. (2) Given the product [C:22]([C:24]1([C:27]([NH:19][C:18]2[CH:17]=[CH:16][C:15]([CH2:14][CH2:13][CH2:12][CH2:11][CH2:10][CH2:9][CH2:8][CH2:7][C:1]3[CH:2]=[CH:3][CH:4]=[CH:5][CH:6]=3)=[CH:21][CH:20]=2)=[O:28])[CH2:26][CH2:25]1)#[N:23], predict the reactants needed to synthesize it. The reactants are: [C:1]1([CH2:7][CH2:8][CH2:9][CH2:10][CH2:11][CH2:12][CH2:13][CH2:14][C:15]2[CH:21]=[CH:20][C:18]([NH2:19])=[CH:17][CH:16]=2)[CH:6]=[CH:5][CH:4]=[CH:3][CH:2]=1.[C:22]([C:24]1([C:27](O)=[O:28])[CH2:26][CH2:25]1)#[N:23]. (3) Given the product [CH3:35][C:25]1[CH:26]=[N:27][N:28]([CH2:29][C:30]([OH:32])=[O:31])[C:24]=1[O:12][CH2:11][CH2:10][CH2:9][C:8]1[C:4]([CH2:1][CH2:2][CH3:3])=[N:5][N:6]([C:13]2[CH:18]=[CH:17][C:16]([C:19]([F:21])([F:20])[F:22])=[CH:15][N:14]=2)[CH:7]=1, predict the reactants needed to synthesize it. The reactants are: [CH2:1]([C:4]1[C:8]([CH2:9][CH2:10][CH2:11][OH:12])=[CH:7][N:6]([C:13]2[CH:18]=[CH:17][C:16]([C:19]([F:22])([F:21])[F:20])=[CH:15][N:14]=2)[N:5]=1)[CH2:2][CH3:3].O[C:24]1[N:28]([CH2:29][C:30]([O:32]CC)=[O:31])[N:27]=[CH:26][C:25]=1[CH3:35].C(P(CCCC)CCCC)CCC.N(C(N1CCCCC1)=O)=NC(N1CCCCC1)=O. (4) Given the product [N:13]([CH2:14][CH2:15][CH2:16][CH2:17][N:18]1[CH2:23][CH2:22][CH2:21][CH2:20][CH2:19]1)=[C:6]=[S:7], predict the reactants needed to synthesize it. The reactants are: C1N=CN([C:6](N2C=NC=C2)=[S:7])C=1.[NH2:13][CH2:14][CH2:15][CH2:16][CH2:17][N:18]1[CH2:23][CH2:22][CH2:21][CH2:20][CH2:19]1.C(N(CC)CC)C. (5) Given the product [CH2:1]([C:3]1[N:4]([CH2:16][CH2:17][CH2:18][CH2:19][NH:20][CH:28]2[CH2:29][CH2:30][O:25][CH2:26][CH2:27]2)[C:5]2[C:14]3[CH:13]=[CH:12][CH:11]=[CH:10][C:9]=3[N:8]=[CH:7][C:6]=2[N:15]=1)[CH3:2], predict the reactants needed to synthesize it. The reactants are: [CH2:1]([C:3]1[N:4]([CH2:16][CH2:17][CH2:18][CH2:19][NH2:20])[C:5]2[C:14]3[CH:13]=[CH:12][CH:11]=[CH:10][C:9]=3[N:8]=[CH:7][C:6]=2[N:15]=1)[CH3:2].C(O)(=O)C.[O:25]1[CH2:30][CH2:29][C:28](=O)[CH2:27][CH2:26]1.C(O[BH-](OC(=O)C)OC(=O)C)(=O)C.[Na+]. (6) Given the product [Br:10][C:11]1[CH:12]=[C:13]2[C:17](=[CH:18][CH:19]=1)[NH:16][C:15]([C:4]([NH2:2])=[O:5])=[CH:14]2, predict the reactants needed to synthesize it. The reactants are: C[N:2]([CH:4]=[O:5])C.O=S(Cl)Cl.[Br:10][C:11]1[CH:12]=[C:13]2[C:17](=[CH:18][CH:19]=1)[NH:16][C:15](C(O)=O)=[CH:14]2. (7) The reactants are: [F:1][C:2]1[CH:8]=[CH:7][C:5]([NH2:6])=[CH:4][CH:3]=1.Br[C:10]1[CH:18]=[CH:17][CH:16]=[CH:15][C:11]=1[C:12](Cl)=[O:13]. Given the product [CH2:8]([N:6]1[C:12](=[O:13])[C:11]2[C:15](=[CH:16][CH:17]=[CH:18][CH:10]=2)[C:7]2[CH:8]=[C:2]([F:1])[CH:3]=[CH:4][C:5]1=2)[CH2:2][CH2:3][CH3:4], predict the reactants needed to synthesize it. (8) Given the product [CH3:12][N:11]1[C:6]2[CH:5]=[C:4]([CH:13]3[CH2:18][CH2:17][NH:16][CH2:15][CH2:14]3)[C:3](=[O:2])[NH:8][C:7]=2[CH:9]=[CH:10]1, predict the reactants needed to synthesize it. The reactants are: C[O:2][C:3]1[N:8]=[C:7]2[CH:9]=[CH:10][N:11]([CH3:12])[C:6]2=[CH:5][C:4]=1[CH:13]1[CH2:18][CH2:17][N:16](C(OC(C)(C)C)=O)[CH2:15][CH2:14]1.[Si](I)(C)(C)C. (9) Given the product [Cl:15][C:12]1[CH:13]=[CH:14][C:9]([O:8][CH2:7][C:6]([OH:5])=[O:18])=[C:10]([C:16]#[C:17][C:22]2[CH:23]=[C:24]([S:26]([CH2:29][CH3:30])(=[O:27])=[O:28])[CH:25]=[CH:20][C:21]=2[CH3:31])[CH:11]=1, predict the reactants needed to synthesize it. The reactants are: C([O:5][C:6](=[O:18])[CH2:7][O:8][C:9]1[CH:14]=[CH:13][C:12]([Cl:15])=[CH:11][C:10]=1[C:16]#[CH:17])(C)(C)C.Br[C:20]1[CH:25]=[C:24]([S:26]([CH2:29][CH3:30])(=[O:28])=[O:27])[CH:23]=[CH:22][C:21]=1[CH3:31]. (10) Given the product [C:1]([O:5][C:6]([N:8]1[CH2:13][CH2:12][N:11]([N:26]=[O:27])[CH2:10][CH2:9]1)=[O:7])([CH3:4])([CH3:2])[CH3:3], predict the reactants needed to synthesize it. The reactants are: [C:1]([O:5][C:6]([N:8]1[CH2:13][CH2:12][NH:11][CH2:10][CH2:9]1)=[O:7])([CH3:4])([CH3:3])[CH3:2].CC1C=CC(S(N([N:26]=[O:27])C)(=O)=O)=CC=1.